Dataset: Forward reaction prediction with 1.9M reactions from USPTO patents (1976-2016). Task: Predict the product of the given reaction. Given the reactants [N+:1]([CH:4]=[CH:5][C:6]1C=CC=[CH:8][CH:7]=1)([O-:3])=[O:2].Cl.CO[NH2:15].[C:16](=[O:19])([O-])O.[Na+].C(OCC)(=O)C, predict the reaction product. The product is: [N+:1]([CH2:4][CH:5]([NH2:15])[C:6]1[O:19][CH:16]=[CH:8][CH:7]=1)([O-:3])=[O:2].